Task: Predict the reaction yield, written as a fraction of the theoretical maximum amount of product (1.0 means a 100% yield; for example, 0.34 means a 34% yield).. Dataset: Reaction yield outcomes from USPTO patents with 853,638 reactions (1) The reactants are [CH3:1][O:2][CH2:3][C@H:4]([CH3:31])[O:5][C:6]1[CH:7]=[C:8]([C:23]2[NH:27][C:26]([C:28]([OH:30])=O)=[CH:25][CH:24]=2)[CH:9]=[C:10]([O:12][C:13]2[CH:18]=[CH:17][C:16]([S:19]([CH3:22])(=[O:21])=[O:20])=[CH:15][CH:14]=2)[CH:11]=1.[C:32]([NH:35][NH2:36])(=[O:34])[CH3:33].CN(C(ON1N=NC2C=CC=NC1=2)=[N+](C)C)C.F[P-](F)(F)(F)(F)F.C(N(CC)C(C)C)(C)C. The catalyst is CN(C)C=O.C(OCC)(=O)C.O. The product is [C:32]([NH:35][NH:36][C:28]([C:26]1[NH:27][C:23]([C:8]2[CH:9]=[C:10]([O:12][C:13]3[CH:18]=[CH:17][C:16]([S:19]([CH3:22])(=[O:21])=[O:20])=[CH:15][CH:14]=3)[CH:11]=[C:6]([O:5][C@@H:4]([CH3:31])[CH2:3][O:2][CH3:1])[CH:7]=2)=[CH:24][CH:25]=1)=[O:30])(=[O:34])[CH3:33]. The yield is 0.570. (2) The reactants are [H-].[Na+].[Cl:3][C:4]1[N:5]=[CH:6][C:7]2[NH:13][C:12](=[O:14])[C:11]3([CH2:16][CH2:15]3)[CH2:10][N:9]([C@@H:17]3[CH2:21][CH2:20][C:19]([F:23])([F:22])[CH2:18]3)[C:8]=2[N:24]=1.[CH3:25]I. No catalyst specified. The product is [Cl:3][C:4]1[N:5]=[CH:6][C:7]2[N:13]([CH3:25])[C:12](=[O:14])[C:11]3([CH2:16][CH2:15]3)[CH2:10][N:9]([C@@H:17]3[CH2:21][CH2:20][C:19]([F:23])([F:22])[CH2:18]3)[C:8]=2[N:24]=1. The yield is 0.920. (3) The reactants are [CH3:1][N:2]1[C:13](=[O:14])[C@H:12]([CH2:15][C:16]([O:18]C(C)(C)C)=[O:17])[CH2:11][CH:10]=[CH:9][CH2:8][CH2:7][C:6](=[O:23])[O:5][C@H:4]([C:24]2[CH:29]=[CH:28][CH:27]=[CH:26][CH:25]=2)[CH2:3]1.FC(F)(F)C(O)=O. The catalyst is C(Cl)Cl. The product is [CH3:1][N:2]1[C:13](=[O:14])[C@H:12]([CH2:15][C:16]([OH:18])=[O:17])[CH2:11][CH:10]=[CH:9][CH2:8][CH2:7][C:6](=[O:23])[O:5][C@H:4]([C:24]2[CH:25]=[CH:26][CH:27]=[CH:28][CH:29]=2)[CH2:3]1. The yield is 1.00.